Dataset: Full USPTO retrosynthesis dataset with 1.9M reactions from patents (1976-2016). Task: Predict the reactants needed to synthesize the given product. (1) Given the product [C:1]([C:5]1[CH:39]=[CH:38][C:8]([CH2:9][N:10]2[C:14](=[O:15])[N:13]([CH2:16][CH3:17])[C:12]([CH2:18][CH2:19][CH2:20][C:21]3[CH:22]=[CH:23][C:24]([C:27]4[CH:28]=[CH:29][C:30]([CH:33]([OH:37])[C:34]([NH:43][CH:40]5[CH2:42][CH2:41]5)=[O:35])=[CH:31][CH:32]=4)=[CH:25][CH:26]=3)=[N:11]2)=[CH:7][CH:6]=1)([CH3:2])([CH3:4])[CH3:3], predict the reactants needed to synthesize it. The reactants are: [C:1]([C:5]1[CH:39]=[CH:38][C:8]([CH2:9][N:10]2[C:14](=[O:15])[N:13]([CH2:16][CH3:17])[C:12]([CH2:18][CH2:19][CH2:20][C:21]3[CH:26]=[CH:25][C:24]([C:27]4[CH:32]=[CH:31][C:30]([CH:33]([OH:37])[C:34](O)=[O:35])=[CH:29][CH:28]=4)=[CH:23][CH:22]=3)=[N:11]2)=[CH:7][CH:6]=1)([CH3:4])([CH3:3])[CH3:2].[CH:40]1([NH2:43])[CH2:42][CH2:41]1.CN(C(ON1N=NC2C=CC=NC1=2)=[N+](C)C)C.F[P-](F)(F)(F)(F)F.C(N(C(C)C)CC)(C)C. (2) The reactants are: CO[C:3]1[C:11]2[C:6](=[N:7][CH:8]=[C:9]([NH2:12])[CH:10]=2)[NH:5][N:4]=1.[CH2:13]([O:20][C:21]1[C:22]([F:31])=[C:23]([C:27]([Cl:30])=[CH:28][CH:29]=1)[C:24]([OH:26])=O)[C:14]1[CH:19]=[CH:18][CH:17]=[CH:16][CH:15]=1.[CH2:32](OC1C=C(C=CC=1)C(O)=O)[C:33]1C=CC=CC=1. Given the product [CH2:13]([O:20][C:21]1[C:22]([F:31])=[C:23]([C:27]([Cl:30])=[CH:28][CH:29]=1)[C:24]([NH:12][C:9]1[CH:10]=[C:11]2[C:3]([CH2:32][CH3:33])=[N:4][NH:5][C:6]2=[N:7][CH:8]=1)=[O:26])[C:14]1[CH:15]=[CH:16][CH:17]=[CH:18][CH:19]=1, predict the reactants needed to synthesize it.